Dataset: Reaction yield outcomes from USPTO patents with 853,638 reactions. Task: Predict the reaction yield, written as a fraction of the theoretical maximum amount of product (1.0 means a 100% yield; for example, 0.34 means a 34% yield). (1) The reactants are C([N:4]1[C:12]2[C:7](=[CH:8][C:9]([C:13](Cl)=[O:14])=[CH:10][CH:11]=2)[C:6]([C:16]2[CH:21]=[CH:20][C:19]([F:22])=[CH:18][CH:17]=2)=[N:5]1)(=O)C.N1[CH:28]=[CH:27]C=CC=1.[OH-:29].[NH4+].O. The catalyst is C(O)C. The product is [F:22][C:19]1[CH:20]=[CH:21][C:16]([C:6]2[C:7]3[C:12](=[CH:11][CH:10]=[C:9]([C:13]([O:29][CH2:27][CH3:28])=[O:14])[CH:8]=3)[NH:4][N:5]=2)=[CH:17][CH:18]=1. The yield is 1.00. (2) The reactants are [C:1]([C:3]1[C:12]2[C:7](=[CH:8][CH:9]=[CH:10][CH:11]=2)[C:6](F)=[CH:5][CH:4]=1)#[N:2].[NH:14]1[CH2:24][CH2:23][CH2:22][CH:16]([C:17]([O:19][CH2:20][CH3:21])=[O:18])[CH2:15]1.C(OCC)(=O)C. The catalyst is N1C=CC=CC=1. The product is [CH2:20]([O:19][C:17]([CH:16]1[CH2:22][CH2:23][CH2:24][N:14]([C:6]2[C:7]3[C:12](=[CH:11][CH:10]=[CH:9][CH:8]=3)[C:3]([C:1]#[N:2])=[CH:4][CH:5]=2)[CH2:15]1)=[O:18])[CH3:21]. The yield is 0.680.